Dataset: Reaction yield outcomes from USPTO patents with 853,638 reactions. Task: Predict the reaction yield, written as a fraction of the theoretical maximum amount of product (1.0 means a 100% yield; for example, 0.34 means a 34% yield). (1) The reactants are [F:1][C:2]1[CH:10]=[C:9]2[C:5]([C:6]([C:11]3[CH:12]=[C:13]4[C:17](=[CH:18][CH:19]=3)[N:16]([CH2:20][CH:21]3[CH2:26][CH2:25][N:24](C(OC(C)(C)C)=O)[CH2:23][CH2:22]3)[N:15]=[CH:14]4)=[CH:7][NH:8]2)=[CH:4][CH:3]=1. The catalyst is Cl.O1CCOCC1. The product is [F:1][C:2]1[CH:10]=[C:9]2[C:5]([C:6]([C:11]3[CH:12]=[C:13]4[C:17](=[CH:18][CH:19]=3)[N:16]([CH2:20][CH:21]3[CH2:26][CH2:25][NH:24][CH2:23][CH2:22]3)[N:15]=[CH:14]4)=[CH:7][NH:8]2)=[CH:4][CH:3]=1. The yield is 0.330. (2) The reactants are [C:1]([C:4]1[C:9]([O:10][CH3:11])=[CH:8][C:7]([O:12][CH3:13])=[CH:6][C:5]=1[NH:14][C:15]([C:17]1[S:18][CH:19]=[C:20]([CH:22]([CH3:24])[CH3:23])[N:21]=1)=O)(=[O:3])[CH3:2].C(C1N=C(C2C=C(O)C3C(=CC(OC)=CC=3)N=2)SC=1)(C)C. No catalyst specified. The product is [CH:22]([C:20]1[N:21]=[C:17]([C:15]2[CH:2]=[C:1]([OH:3])[C:4]3[C:5](=[CH:6][C:7]([O:12][CH3:13])=[CH:8][C:9]=3[O:10][CH3:11])[N:14]=2)[S:18][CH:19]=1)([CH3:24])[CH3:23]. The yield is 0.600. (3) The reactants are OC(C(F)(F)F)=O.[CH2:8]1[C:17]2[C:12](=[CH:13][C:14]([CH:18]([NH:20][C:21](=[O:23])[CH3:22])[CH3:19])=[CH:15][CH:16]=2)[CH2:11][CH2:10][NH:9]1.[Br:24][C:25]1[CH:30]=[C:29]([CH2:31]Br)[CH:28]=[CH:27][C:26]=1[O:33][CH:34]([CH3:36])[CH3:35]. No catalyst specified. The product is [Br:24][C:25]1[CH:30]=[C:29]([CH:28]=[CH:27][C:26]=1[O:33][CH:34]([CH3:36])[CH3:35])[CH2:31][N:9]1[CH2:10][CH2:11][C:12]2[C:17](=[CH:16][CH:15]=[C:14]([CH:18]([NH:20][C:21](=[O:23])[CH3:22])[CH3:19])[CH:13]=2)[CH2:8]1. The yield is 0.400. (4) The reactants are COC1C=CC(OC)=CC=1C[N:12]1[CH:21]=[CH:20][C:19]2[C:14](=[CH:15][CH:16]=[C:17]([C:22]#[N:23])[CH:18]=2)[C:13]1=[NH:24].C1(OC)C=CC=CC=1. The catalyst is FC(F)(F)C(O)=O. The product is [NH2:24][C:13]1[C:14]2[C:19](=[CH:18][C:17]([C:22]#[N:23])=[CH:16][CH:15]=2)[CH:20]=[CH:21][N:12]=1. The yield is 0.630. (5) The reactants are [Cl:1][C:2]1[C:7](I)=[CH:6][N:5]=[CH:4][N:3]=1.C([Sn](CCCC)(CCCC)[C:14]1[N:15]=[CH:16][N:17]([C:19]([C:32]2[CH:37]=[CH:36][CH:35]=[CH:34][CH:33]=2)([C:26]2[CH:31]=[CH:30][CH:29]=[CH:28][CH:27]=2)[C:20]2[CH:25]=[CH:24][CH:23]=[CH:22][CH:21]=2)[CH:18]=1)CCC. The catalyst is C1(C)C=CC=CC=1.O.C1C=CC([P]([Pd]([P](C2C=CC=CC=2)(C2C=CC=CC=2)C2C=CC=CC=2)([P](C2C=CC=CC=2)(C2C=CC=CC=2)C2C=CC=CC=2)[P](C2C=CC=CC=2)(C2C=CC=CC=2)C2C=CC=CC=2)(C2C=CC=CC=2)C2C=CC=CC=2)=CC=1.[Cu]I. The product is [Cl:1][C:2]1[C:7]([C:14]2[N:15]=[CH:16][N:17]([C:19]([C:20]3[CH:25]=[CH:24][CH:23]=[CH:22][CH:21]=3)([C:32]3[CH:33]=[CH:34][CH:35]=[CH:36][CH:37]=3)[C:26]3[CH:27]=[CH:28][CH:29]=[CH:30][CH:31]=3)[CH:18]=2)=[CH:6][N:5]=[CH:4][N:3]=1. The yield is 0.720.